From a dataset of Full USPTO retrosynthesis dataset with 1.9M reactions from patents (1976-2016). Predict the reactants needed to synthesize the given product. (1) The reactants are: [NH2:1][C:2]1[C:3](=[O:9])[N:4]([CH3:8])[N:5]=[CH:6][CH:7]=1.[F:10][C:11]1[CH:23]=[CH:22][C:21]([C:24]([F:27])([F:26])[F:25])=[CH:20][C:12]=1[O:13][CH:14]1[CH2:19][CH2:18][NH:17][CH2:16][CH2:15]1.Cl.FC(F)(F)C1C=CC=C[C:32]=1[O:33]C1CCNCC1. Given the product [CH3:8][N:4]1[C:3](=[O:9])[C:2]([NH:1][C:32]([N:17]2[CH2:18][CH2:19][CH:14]([O:13][C:12]3[CH:20]=[C:21]([C:24]([F:26])([F:25])[F:27])[CH:22]=[CH:23][C:11]=3[F:10])[CH2:15][CH2:16]2)=[O:33])=[CH:7][CH:6]=[N:5]1, predict the reactants needed to synthesize it. (2) Given the product [CH:24]1([C:27]2[N:32]=[C:31]([C:33]3[NH:1][C:2]4=[N:7][C:6]([N:8]5[CH2:13][CH2:12][CH2:11][C@@H:10]([C:14]([OH:16])=[O:15])[CH2:9]5)=[CH:5][CH:4]=[C:3]4[N:17]=3)[CH:30]=[CH:29][N:28]=2)[CH2:26][CH2:25]1, predict the reactants needed to synthesize it. The reactants are: [NH2:1][C:2]1[N:7]=[C:6]([N:8]2[CH2:13][CH2:12][CH2:11][C@@H:10]([C:14]([OH:16])=[O:15])[CH2:9]2)[CH:5]=[CH:4][C:3]=1[N+:17]([O-])=O.C([O-])=O.[NH4+].[CH:24]1([C:27]2[N:32]=[C:31]([CH:33]=O)[CH:30]=[CH:29][N:28]=2)[CH2:26][CH2:25]1.C(O)(=O)C.